Predict which catalyst facilitates the given reaction. From a dataset of Catalyst prediction with 721,799 reactions and 888 catalyst types from USPTO. (1) The catalyst class is: 10. Reactant: [CH3:1][N:2]1[C:6]2[CH:7]=[CH:8][C:9]([N:11]3[CH:16]=[C:15]([C:17]([O:19][CH2:20][CH3:21])=[O:18])[C:14](=[O:22])[N:13]([CH:23]4[C:31]5[C:26](=[C:27]([C:32]([F:35])([F:34])[F:33])[CH:28]=[CH:29][CH:30]=5)[CH2:25][CH2:24]4)[C:12]3=[O:36])=[CH:10][C:5]=2[NH:4][C:3]1=[O:37].Br[CH2:39][C:40]#[N:41].C(=O)([O-])[O-].[K+].[K+].Cl. Product: [C:40]([CH2:39][N:4]1[C:5]2[CH:10]=[C:9]([N:11]3[CH:16]=[C:15]([C:17]([O:19][CH2:20][CH3:21])=[O:18])[C:14](=[O:22])[N:13]([C@H:23]4[C:31]5[C:26](=[C:27]([C:32]([F:34])([F:35])[F:33])[CH:28]=[CH:29][CH:30]=5)[CH2:25][CH2:24]4)[C:12]3=[O:36])[CH:8]=[CH:7][C:6]=2[N:2]([CH3:1])[C:3]1=[O:37])#[N:41]. (2) Reactant: [CH3:1][S:2][C:3]1[N:4]=[C:5]2[CH:11]=[C:10]([CH:12]=[O:13])[NH:9][C:6]2=[N:7][CH:8]=1.[H-].[Na+].[F:16][C:17]1[CH:24]=[CH:23][C:20]([CH2:21]Br)=[CH:19][CH:18]=1.[Cl-].[NH4+]. Product: [F:16][C:17]1[CH:24]=[CH:23][C:20]([CH2:21][N:9]2[C:6]3=[N:7][CH:8]=[C:3]([S:2][CH3:1])[N:4]=[C:5]3[CH:11]=[C:10]2[CH:12]=[O:13])=[CH:19][CH:18]=1. The catalyst class is: 9. (3) Reactant: [CH3:1][C@@H:2]1[NH:8][CH2:7][C:6]2[CH:9]=[CH:10][C:11]([C:13]([O:15][CH3:16])=[O:14])=[CH:12][C:5]=2[O:4][CH2:3]1.CN(C(ON1N=NC2C=CC=NC1=2)=[N+](C)C)C.F[P-](F)(F)(F)(F)F.[CH3:41][C:42]1([C:48](O)=[O:49])[CH2:47][CH2:46][O:45][CH2:44][CH2:43]1.CCN(C(C)C)C(C)C. Product: [CH3:1][C@@H:2]1[N:8]([C:48]([C:42]2([CH3:41])[CH2:47][CH2:46][O:45][CH2:44][CH2:43]2)=[O:49])[CH2:7][C:6]2[CH:9]=[CH:10][C:11]([C:13]([O:15][CH3:16])=[O:14])=[CH:12][C:5]=2[O:4][CH2:3]1. The catalyst class is: 18. (4) Reactant: C([O:5][C@H:6]1[CH2:10][N:9]([C:11](=[O:19])[CH2:12][C:13]2[O:17][N:16]=[C:15]([CH3:18])[CH:14]=2)[C@H:8]([C:20]([OH:22])=[O:21])[CH2:7]1)(C)(C)C.C(O)(C(F)(F)F)=O. Product: [OH:5][C@H:6]1[CH2:10][N:9]([C:11](=[O:19])[CH2:12][C:13]2[O:17][N:16]=[C:15]([CH3:18])[CH:14]=2)[C@H:8]([C:20]([OH:22])=[O:21])[CH2:7]1. The catalyst class is: 2. (5) Reactant: [OH:1][C:2]1[CH:9]=[CH:8][C:5]([CH:6]=[O:7])=[CH:4][C:3]=1[CH3:10].C([O-])([O-])=O.[K+].[K+].C1(=O)O[CH2:20][CH2:19][O:18]1. Product: [OH:18][CH2:19][CH2:20][O:1][C:2]1[CH:9]=[CH:8][C:5]([CH:6]=[O:7])=[CH:4][C:3]=1[CH3:10]. The catalyst class is: 3.